Task: Predict the product of the given reaction.. Dataset: Forward reaction prediction with 1.9M reactions from USPTO patents (1976-2016) Given the reactants F[P-](F)(F)(F)(F)F.N1(O[P+](N2CCCC2)(N2CCCC2)N2CCCC2)C2C=CC=CC=2N=N1.Cl.[NH2:35][CH2:36][C:37]1[NH:38][C:39]([C:45]2[CH:54]=[CH:53][CH:52]=[C:51]3[C:46]=2[N:47]=[C:48]([NH:56][CH2:57][C:58]([F:61])([F:60])[F:59])[C:49]([CH3:55])=[N:50]3)=[CH:40][C:41]=1[C:42]([OH:44])=O.CCN(C(C)C)C(C)C, predict the reaction product. The product is: [CH3:55][C:49]1[C:48]([NH:56][CH2:57][C:58]([F:61])([F:60])[F:59])=[N:47][C:46]2[C:51](=[CH:52][CH:53]=[CH:54][C:45]=2[C:39]2[NH:38][C:37]3[CH2:36][NH:35][C:42](=[O:44])[C:41]=3[CH:40]=2)[N:50]=1.